Dataset: Full USPTO retrosynthesis dataset with 1.9M reactions from patents (1976-2016). Task: Predict the reactants needed to synthesize the given product. (1) Given the product [C:26]12([CH2:36][S:37]([O-:40])(=[O:38])=[O:39])[C:33]([CH3:35])([CH3:34])[CH:30]([CH2:31][CH2:32]1)[CH2:29][C:27]2=[O:28].[C:22]([C:19]1[CH:20]=[CH:21][C:16]([I+:15][C:12]2[CH:11]=[CH:10][C:9]([C:5]([CH3:8])([CH3:7])[CH3:6])=[CH:14][CH:13]=2)=[CH:17][CH:18]=1)([CH3:25])([CH3:24])[CH3:23], predict the reactants needed to synthesize it. The reactants are: C([O-])(=O)C.[C:5]([C:9]1[CH:14]=[CH:13][C:12]([I+:15][C:16]2[CH:21]=[CH:20][C:19]([C:22]([CH3:25])([CH3:24])[CH3:23])=[CH:18][CH:17]=2)=[CH:11][CH:10]=1)([CH3:8])([CH3:7])[CH3:6].[C:26]12([CH2:36][S:37]([O:40]C)(=[O:39])=[O:38])[C:33]([CH3:35])([CH3:34])[CH:30]([CH2:31][CH2:32]1)[CH2:29][C:27]2=[O:28]. (2) Given the product [Cl:15][C:2]1[C:7]([CH3:8])=[CH:6][C:5]([C:9]([CH3:12])([CH3:11])[CH3:10])=[CH:4][C:3]=1[CH3:13], predict the reactants needed to synthesize it. The reactants are: Br[C:2]1[C:7]([CH3:8])=[CH:6][C:5]([C:9]([CH3:12])([CH3:11])[CH3:10])=[CH:4][C:3]=1[CH3:13].O.[ClH:15]. (3) Given the product [F:53][C:50]([F:51])([F:52])[S:47]([NH:46][CH2:45][CH2:44][C:42]1[S:43][C:39]([C:15]2[CH:14]=[CH:13][C:12]([NH:11][C:10]([NH:9][C:5]3[CH:4]=[CH:3][CH:8]=[CH:7][CH:6]=3)=[O:29])=[CH:17][CH:16]=2)=[CH:40][N:41]=1)(=[O:49])=[O:48], predict the reactants needed to synthesize it. The reactants are: FC(F)(F)[C:3]1[CH:4]=[C:5]([NH:9][C:10](=[O:29])[NH:11][C:12]2[CH:17]=[CH:16][C:15](C3SC(CCC(OC)=O)=NC=3)=[CH:14][CH:13]=2)[CH:6]=[CH:7][CH:8]=1.NC1C=CC([C:39]2[S:43][C:42]([CH2:44][CH2:45][NH:46][S:47]([C:50]([F:53])([F:52])[F:51])(=[O:49])=[O:48])=[N:41][CH:40]=2)=CC=1.N(C1C=CC=CC=1)=C=O. (4) The reactants are: [CH3:1][N:2]([CH3:24])[C:3]1[N:23]=[C:6]2[CH:7]=[C:8]([NH:11][C:12]([C:14]3[N:18]([CH3:19])[N:17]=[CH:16][C:15]=3[C:20](O)=[O:21])=[O:13])[CH:9]=[CH:10][N:5]2[N:4]=1.[NH:25]1[CH2:28][CH2:27][CH2:26]1.CCCP(=O)=O.C(N(C(C)C)CC)(C)C. Given the product [N:25]1([C:20]([C:15]2[CH:16]=[N:17][N:18]([CH3:19])[C:14]=2[C:12]([NH:11][C:8]2[CH:9]=[CH:10][N:5]3[N:4]=[C:3]([N:2]([CH3:1])[CH3:24])[N:23]=[C:6]3[CH:7]=2)=[O:13])=[O:21])[CH2:28][CH2:27][CH2:26]1, predict the reactants needed to synthesize it.